This data is from Full USPTO retrosynthesis dataset with 1.9M reactions from patents (1976-2016). The task is: Predict the reactants needed to synthesize the given product. (1) Given the product [CH3:11][N:12]([CH3:19])[CH:13]1[CH2:18][CH2:17][N:16]([CH2:2][C:3]2[CH:10]=[CH:9][C:6]([C:7]#[N:8])=[CH:5][CH:4]=2)[CH2:15][CH2:14]1, predict the reactants needed to synthesize it. The reactants are: Br[CH2:2][C:3]1[CH:10]=[CH:9][C:6]([C:7]#[N:8])=[CH:5][CH:4]=1.[CH3:11][N:12]([CH3:19])[CH:13]1[CH2:18][CH2:17][NH:16][CH2:15][CH2:14]1.C([O-])([O-])=O.[K+].[K+]. (2) Given the product [OH:16][CH2:15][CH2:14][C:12]1[N:13]=[C:9]([NH:8][C:6](=[O:7])[O:5][C:1]([CH3:3])([CH3:2])[CH3:4])[S:10][CH:11]=1, predict the reactants needed to synthesize it. The reactants are: [C:1]([O:5][C:6]([NH:8][C:9]1[S:10][CH:11]=[C:12]([CH2:14][C:15](OCC)=[O:16])[N:13]=1)=[O:7])([CH3:4])([CH3:3])[CH3:2].[Li+].[BH4-].CO.O. (3) Given the product [Br:1][C:2]1[CH:3]=[C:4]2[C:9](=[CH:10][CH:11]=1)[N:8]=[CH:7][C:6]([C:12](=[O:14])[CH3:13])=[C:5]2[NH:25][C@H:22]1[CH2:23][CH2:24][C@H:19]([N:18]([CH3:26])[CH3:17])[CH2:20][CH2:21]1, predict the reactants needed to synthesize it. The reactants are: [Br:1][C:2]1[CH:3]=[C:4]2[C:9](=[CH:10][CH:11]=1)[N:8]=[CH:7][C:6]([C:12](=[O:14])[CH3:13])=[C:5]2Cl.Cl.[CH3:17][N:18]([CH3:26])[C@H:19]1[CH2:24][CH2:23][C@H:22]([NH2:25])[CH2:21][CH2:20]1. (4) Given the product [F:22][C:21]([F:24])([F:23])[S:18]([O:1][C:2]1[CH:9]=[CH:8][C:5]([CH:6]=[O:7])=[CH:4][C:3]=1[CH3:10])(=[O:20])=[O:19], predict the reactants needed to synthesize it. The reactants are: [OH:1][C:2]1[CH:9]=[CH:8][C:5]([CH:6]=[O:7])=[CH:4][C:3]=1[CH3:10].CCN(CC)CC.[S:18](O[S:18]([C:21]([F:24])([F:23])[F:22])(=[O:20])=[O:19])([C:21]([F:24])([F:23])[F:22])(=[O:20])=[O:19]. (5) Given the product [Cl:24][C:21]1[CH:22]=[CH:23][C:18]([CH:17]([C:25]2[CH:26]=[CH:27][C:28]([Cl:31])=[CH:29][CH:30]=2)[C:14]2[S:13][C:12]([C:10]([NH:9][C@@H:5]([CH2:4][CH2:3][CH2:2][NH:1][C:43](=[NH:46])[CH3:44])[C:6]([OH:8])=[O:7])=[O:11])=[CH:16][CH:15]=2)=[CH:19][CH:20]=1.[C:32]([OH:38])([C:34]([F:37])([F:36])[F:35])=[O:33], predict the reactants needed to synthesize it. The reactants are: [NH2:1][CH2:2][CH2:3][CH2:4][C@H:5]([NH:9][C:10]([C:12]1[S:13][C:14]([CH:17]([C:25]2[CH:30]=[CH:29][C:28]([Cl:31])=[CH:27][CH:26]=2)[C:18]2[CH:23]=[CH:22][C:21]([Cl:24])=[CH:20][CH:19]=2)=[CH:15][CH:16]=1)=[O:11])[C:6]([OH:8])=[O:7].[C:32]([OH:38])([C:34]([F:37])([F:36])[F:35])=[O:33].C(O)C.Cl.[C:43](=[NH:46])(O)[CH3:44]. (6) Given the product [NH2:24][C:21]1[CH:22]=[CH:23][C:18]([O:17][C:16]2[CH:15]=[CH:14][N:13]=[C:12]3[N:8]([CH2:7][C:6]4[CH:27]=[CH:28][C:3]([O:2][CH3:1])=[CH:4][CH:5]=4)[N:9]=[C:10]([O:29][C@H:30]4[CH2:35][CH2:34][CH2:33][N:32]([C:36]([O:38][C:39]([CH3:42])([CH3:41])[CH3:40])=[O:37])[CH2:31]4)[C:11]=23)=[C:19]([F:25])[CH:20]=1, predict the reactants needed to synthesize it. The reactants are: [CH3:1][O:2][C:3]1[CH:28]=[CH:27][C:6]([CH2:7][N:8]2[C:12]3=[N:13][CH:14]=[CH:15][C:16]([O:17][C:18]4[CH:23]=[CH:22][C:21]([NH2:24])=[CH:20][C:19]=4[F:25])=[C:11]3[C:10](I)=[N:9]2)=[CH:5][CH:4]=1.[OH:29][C@H:30]1[CH2:35][CH2:34][CH2:33][N:32]([C:36]([O:38][C:39]([CH3:42])([CH3:41])[CH3:40])=[O:37])[CH2:31]1.N1C2C(=CC=C3C=2N=CC=C3)C=CC=1.[F-].[K+]. (7) Given the product [Cl:1][C:2]1[C:10]2[C:9](=[O:11])[NH:8][N:7]=[CH:6][C:5]=2[NH:4][C:3]=1[C:20]1[CH:25]=[CH:24][C:23]([O:26][CH3:27])=[C:22]([O:28][CH:29]([CH3:31])[CH3:30])[CH:21]=1, predict the reactants needed to synthesize it. The reactants are: [Cl:1][C:2]1[C:10]2[C:9](=[O:11])[NH:8][N:7]=[CH:6][C:5]=2[N:4](COCC[Si](C)(C)C)[C:3]=1[C:20]1[CH:25]=[CH:24][C:23]([O:26][CH3:27])=[C:22]([O:28][CH:29]([CH3:31])[CH3:30])[CH:21]=1.ClC1C2C(=O)NN=CC=2N(COCC[Si](C)(C)C)C=1C1C=CC(OC(F)F)=C(OC(C)C)C=1. (8) Given the product [F:24][C:22]1[CH:21]=[CH:20][C:19]([N+:25]([O-:27])=[O:26])=[C:18]([CH2:17][CH2:16][N:13]2[CH2:12][CH2:11][N:10]([C:3]3[C:4]4[CH:9]=[CH:8][CH:7]=[CH:6][C:5]=4[S:1][N:2]=3)[CH2:15][CH2:14]2)[CH:23]=1, predict the reactants needed to synthesize it. The reactants are: [S:1]1[C:5]2[CH:6]=[CH:7][CH:8]=[CH:9][C:4]=2[C:3]([N:10]2[CH2:15][CH2:14][N:13]([C:16](=O)[CH2:17][C:18]3[CH:23]=[C:22]([F:24])[CH:21]=[CH:20][C:19]=3[N+:25]([O-:27])=[O:26])[CH2:12][CH2:11]2)=[N:2]1.C(=O)(O)[O-].[Na+].